From a dataset of Catalyst prediction with 721,799 reactions and 888 catalyst types from USPTO. Predict which catalyst facilitates the given reaction. (1) Reactant: [Cl:1][C:2]1[C:7]([F:8])=[C:6](Cl)[CH:5]=[CH:4][N:3]=1.[CH3:10][O-:11].[Na+]. Product: [Cl:1][C:2]1[C:7]([F:8])=[C:6]([O:11][CH3:10])[CH:5]=[CH:4][N:3]=1. The catalyst class is: 3. (2) Reactant: [OH:1][C@H:2]([CH3:6])[C:3](N)=O.F[B-](F)(F)F.C([O+](CC)CC)C.[CH2:19]([O:26][C:27](=[O:49])[NH:28][C@@H:29]1[CH2:34][C@@H:33]([NH:35][C:36]2[C:41]([NH2:42])=[CH:40][N:39]=[C:38]3[CH:43]=[CH:44][S:45][C:37]=23)[CH2:32][CH2:31][C@@H:30]1[CH2:46][C:47]#[N:48])[C:20]1[CH:25]=[CH:24][CH:23]=[CH:22][CH:21]=1. Product: [CH2:19]([O:26][C:27](=[O:49])[NH:28][C@@H:29]1[CH2:34][C@@H:33]([N:35]2[C:36]3=[C:37]4[S:45][CH:44]=[CH:43][C:38]4=[N:39][CH:40]=[C:41]3[N:42]=[C:3]2[C@H:2]([OH:1])[CH3:6])[CH2:32][CH2:31][C@@H:30]1[CH2:46][C:47]#[N:48])[C:20]1[CH:21]=[CH:22][CH:23]=[CH:24][CH:25]=1. The catalyst class is: 214. (3) Reactant: [C:1]([OH:22])(=[O:21])[CH2:2][CH2:3][CH2:4][CH2:5][CH2:6][CH2:7][CH2:8][CH2:9][CH2:10][CH2:11][CH2:12][CH2:13][CH2:14][CH2:15][CH2:16][CH2:17][C:18]([OH:20])=[O:19].O.[C:24]1([CH3:34])[CH:29]=[CH:28][C:27](S(O)(=O)=O)=[CH:26][CH:25]=1.C(O)C1C=CC=CC=1. Product: [CH2:34]([O:19][C:18](=[O:20])[CH2:17][CH2:16][CH2:15][CH2:14][CH2:13][CH2:12][CH2:11][CH2:10][CH2:9][CH2:8][CH2:7][CH2:6][CH2:5][CH2:4][CH2:3][CH2:2][C:1]([OH:22])=[O:21])[C:24]1[CH:29]=[CH:28][CH:27]=[CH:26][CH:25]=1. The catalyst class is: 11. (4) Reactant: [Cl:1][C:2]1[CH:9]=[CH:8][C:5]([CH:6]=[O:7])=[CH:4][C:3]=1[F:10].[C:11]([O:15][CH3:16])(=[O:14])[CH:12]=[CH2:13].N12CCN(CC1)CC2. Product: [Cl:1][C:2]1[CH:9]=[CH:8][C:5]([CH:6]([OH:7])[C:12](=[CH2:13])[C:11]([O:15][CH3:16])=[O:14])=[CH:4][C:3]=1[F:10]. The catalyst class is: 10. (5) Reactant: [C:1](OC)(=O)[CH2:2][CH2:3][CH2:4][CH2:5][CH2:6][CH2:7][CH2:8][CH2:9][CH2:10][CH2:11][CH2:12][CH2:13][CH2:14]CC. Product: [CH2:1]=[CH:2][CH2:3][CH2:4][CH2:5][CH2:6][CH2:7][CH2:8][CH2:9][CH2:10][CH2:11][CH2:12][CH2:13][CH3:14]. The catalyst class is: 81.